From a dataset of Forward reaction prediction with 1.9M reactions from USPTO patents (1976-2016). Predict the product of the given reaction. (1) The product is: [CH3:36][C:35]([CH3:38])([CH3:37])[CH2:34][N:33]1[C:26]2[N:27]=[C:28]([C:31]#[N:32])[N:29]=[CH:30][C:25]=2[CH:24]=[C:23]1[CH2:22][N:14]1[NH:13][C:1](=[O:12])[C:2]2[C:3](=[CH:8][CH:9]=[CH:10][CH:11]=2)[C:4]1=[O:5]. Given the reactants [C:1]([NH:13][NH2:14])(=[O:12])[C:2]1[C:3](=[CH:8][CH:9]=[CH:10][CH:11]=1)[C:4](NN)=[O:5].C([O-])([O-])=O.[K+].[K+].Br[CH2:22][C:23]1[N:33]([CH2:34][C:35]([CH3:38])([CH3:37])[CH3:36])[C:26]2[N:27]=[C:28]([C:31]#[N:32])[N:29]=[CH:30][C:25]=2[CH:24]=1, predict the reaction product. (2) Given the reactants [H-].[Al+3].[Li+].[H-].[H-].[H-].C([O:9][C:10]([C:12]1[S:16][C:15]([CH3:17])=[N:14][C:13]=1[CH3:18])=O)C.C(OCC)(=O)C.C(C(C(C([O-])=O)O)O)([O-])=O.[Na+].[K+], predict the reaction product. The product is: [CH3:17][C:15]1[S:16][C:12]([CH2:10][OH:9])=[C:13]([CH3:18])[N:14]=1.